This data is from Peptide-MHC class I binding affinity with 185,985 pairs from IEDB/IMGT. The task is: Regression. Given a peptide amino acid sequence and an MHC pseudo amino acid sequence, predict their binding affinity value. This is MHC class I binding data. (1) The peptide sequence is TFKTAHAKK. The MHC is HLA-A30:01 with pseudo-sequence HLA-A30:01. The binding affinity (normalized) is 0.575. (2) The peptide sequence is KEKGGLEGM. The MHC is HLA-C06:02 with pseudo-sequence HLA-C06:02. The binding affinity (normalized) is 0.